This data is from Catalyst prediction with 721,799 reactions and 888 catalyst types from USPTO. The task is: Predict which catalyst facilitates the given reaction. (1) Reactant: [C:1]([C@@H:4]([NH:9][C:10]([C@@H:12]([NH:18][C:19]([O:21][C:22]([CH3:25])([CH3:24])[CH3:23])=[O:20])[CH2:13][CH2:14][C:15]([OH:17])=O)=[O:11])[CH2:5][CH:6]([CH3:8])[CH3:7])(=[O:3])[NH2:2].Cl.[C:27]([C:29]1[CH:36]=[CH:35][C:32]([CH2:33][NH2:34])=[CH:31][CH:30]=1)#[N:28].CCN=C=NCCCN(C)C.Cl.C1C=CC2N(O)N=NC=2C=1.CCN(C(C)C)C(C)C. Product: [C:1]([C@@H:4]([NH:9][C:10](=[O:11])[C@@H:12]([NH:18][C:19]([O:21][C:22]([CH3:25])([CH3:24])[CH3:23])=[O:20])[CH2:13][CH2:14][C:15]([NH:34][CH2:33][C:32]1[CH:35]=[CH:36][C:29]([C:27]#[N:28])=[CH:30][CH:31]=1)=[O:17])[CH2:5][CH:6]([CH3:7])[CH3:8])(=[O:3])[NH2:2]. The catalyst class is: 3. (2) Reactant: C(OCC)(=O)C.[Cl:7][C:8]1[C:13]([O:14][CH3:15])=[CH:12][CH:11]=[CH:10][C:9]=1[CH:16]([C:18]1[CH:23]=[C:22]([CH3:24])[CH:21]=[CH:20][C:19]=1[NH:25][CH2:26][C:27]1[CH:32]=[CH:31][C:30]([O:33][CH3:34])=[CH:29][C:28]=1[O:35][CH3:36])[OH:17].C(=O)([O-])O.[Na+].Cl/[C:43](=[CH:49]\[C:50]([O-])=[O:51])/[C:44]([O:46][CH2:47][CH3:48])=[O:45]. Product: [Cl:7][C:8]1[C:13]([O:14][CH3:15])=[CH:12][CH:11]=[CH:10][C:9]=1[C@@H:16]1[C:18]2[CH:23]=[C:22]([CH3:24])[CH:21]=[CH:20][C:19]=2[N:25]([CH2:26][C:27]2[CH:32]=[CH:31][C:30]([O:33][CH3:34])=[CH:29][C:28]=2[O:35][CH3:36])[C:50](=[O:51])[C@@H:49]([CH2:43][C:44]([O:46][CH2:47][CH3:48])=[O:45])[O:17]1. The catalyst class is: 81.